Dataset: Catalyst prediction with 721,799 reactions and 888 catalyst types from USPTO. Task: Predict which catalyst facilitates the given reaction. Reactant: [CH2:1]([C:3]1[N:8]=[C:7]([CH2:9][CH:10]([CH3:12])[CH3:11])[C:6]([CH2:13][NH:14][C:15](=[O:21])[O:16][C:17]([CH3:20])([CH3:19])[CH3:18])=[C:5]([C:22]2[CH:27]=[CH:26][C:25]([CH3:28])=[CH:24][CH:23]=2)[C:4]=1[CH2:29][OH:30])[CH3:2].C(N(CC)CC)C.O1CCCC1.[CH3:43][S:44](Cl)(=[O:46])=[O:45]. Product: [CH3:43][S:44]([O:30][CH2:29][C:4]1[C:3]([CH2:1][CH3:2])=[N:8][C:7]([CH2:9][CH:10]([CH3:12])[CH3:11])=[C:6]([CH2:13][NH:14][C:15]([O:16][C:17]([CH3:18])([CH3:19])[CH3:20])=[O:21])[C:5]=1[C:22]1[CH:23]=[CH:24][C:25]([CH3:28])=[CH:26][CH:27]=1)(=[O:46])=[O:45]. The catalyst class is: 6.